This data is from Forward reaction prediction with 1.9M reactions from USPTO patents (1976-2016). The task is: Predict the product of the given reaction. (1) Given the reactants C[Li].[Si:3]([O:10][C@@H:11]1[C:15](=O)[N:14]([C:17]([O:19][C:20]([CH3:23])([CH3:22])[CH3:21])=[O:18])[C@H:13]([C:24]([O:26][CH3:27])=[O:25])[CH2:12]1)([C:6]([CH3:9])([CH3:8])[CH3:7])([CH3:5])[CH3:4].N1C=CC=C[CH:29]=1, predict the reaction product. The product is: [Si:3]([O:10][C@@H:11]1[C:15](=[CH2:29])[N:14]([C:17]([O:19][C:20]([CH3:23])([CH3:22])[CH3:21])=[O:18])[C@H:13]([C:24]([O:26][CH3:27])=[O:25])[CH2:12]1)([C:6]([CH3:7])([CH3:8])[CH3:9])([CH3:5])[CH3:4]. (2) Given the reactants [CH:1]1[CH:6]=[CH:5]C(P([C:1]2[CH:6]=[CH:5]C=[CH:3][CH:2]=2)[C:1]2[CH:6]=[CH:5]C=[CH:3][CH:2]=2)=[CH:3][CH:2]=1.[NH2:20][C:21]1[CH:30]=[CH:29][C:28]2[C:23](=[C:24]([OH:31])[CH:25]=[CH:26][CH:27]=2)[N:22]=1.CC(O)CC=C.C1C=CC(COC(/N=N/C(OCC2C=CC=CC=2)=O)=O)=CC=1, predict the reaction product. The product is: [CH3:5][CH:6]([O:31][C:24]1[CH:25]=[CH:26][CH:27]=[C:28]2[C:23]=1[N:22]=[C:21]([NH2:20])[CH:30]=[CH:29]2)[CH2:1][CH:2]=[CH2:3]. (3) The product is: [F:1][C:2]1[CH:7]=[CH:6][C:5]([C:8]([CH3:20])([CH3:19])[CH2:9][NH:10][C:11]2[N:12]=[CH:13][C:29]([CH:28]([OH:24])[CH2:32][OH:31])=[CH:30][CH:16]=2)=[CH:4][CH:3]=1. Given the reactants [F:1][C:2]1[CH:7]=[CH:6][C:5]([C:8]([CH3:20])([CH3:19])[CH2:9][NH:10][C:11]2[CH:16]=CC(C=C)=[CH:13][N:12]=2)=[CH:4][CH:3]=1.[NH+]1([O-])CC[O:24]CC1.[CH2:28]1[CH2:32][O:31][CH2:30][CH2:29]1, predict the reaction product.